This data is from Choline transporter screen with 302,306 compounds. The task is: Binary Classification. Given a drug SMILES string, predict its activity (active/inactive) in a high-throughput screening assay against a specified biological target. (1) The molecule is O(c1c(c2c3n(nc2C)c(cc(n3)C)c2ccccc2)cccc1)C. The result is 0 (inactive). (2) The drug is S1(=O)(=O)N(C(C(=O)NCCCCCC)C)CCC(c2c1cccc2)=C. The result is 0 (inactive). (3) The drug is Clc1ccc(C(=O)C[n+]2cc(ccc2)C)cc1. The result is 1 (active). (4) The drug is s1c(nnc1NC(=O)CC(=O)Nc1c(cccc1)C(O)=O)C(C)C. The result is 0 (inactive). (5) The molecule is s1c(CC(OCC(=O)Nc2c(F)cccc2)=O)ccc1. The result is 0 (inactive). (6) The drug is O=C(N(C(c1ccccc1)C(=O)NCc1occc1)Cc1ccccc1)Cn1nnc2c1cccc2. The result is 0 (inactive). (7) The drug is S(=O)(=O)(N1CCN(CC1)c1ccc(OC)cc1)c1sc(c(c1C(OC)=O)C)C(OC)=O. The result is 0 (inactive).